From a dataset of NCI-60 drug combinations with 297,098 pairs across 59 cell lines. Regression. Given two drug SMILES strings and cell line genomic features, predict the synergy score measuring deviation from expected non-interaction effect. (1) Drug 1: C1=CC(=CC=C1C#N)C(C2=CC=C(C=C2)C#N)N3C=NC=N3. Drug 2: COC1=C2C(=CC3=C1OC=C3)C=CC(=O)O2. Cell line: OVCAR-5. Synergy scores: CSS=-0.234, Synergy_ZIP=0.666, Synergy_Bliss=0.750, Synergy_Loewe=-1.42, Synergy_HSA=-1.39. (2) Drug 1: CC1=C(C=C(C=C1)NC(=O)C2=CC=C(C=C2)CN3CCN(CC3)C)NC4=NC=CC(=N4)C5=CN=CC=C5. Drug 2: CC1CCC2CC(C(=CC=CC=CC(CC(C(=O)C(C(C(=CC(C(=O)CC(OC(=O)C3CCCCN3C(=O)C(=O)C1(O2)O)C(C)CC4CCC(C(C4)OC)O)C)C)O)OC)C)C)C)OC. Cell line: RXF 393. Synergy scores: CSS=3.05, Synergy_ZIP=0.428, Synergy_Bliss=1.97, Synergy_Loewe=-6.36, Synergy_HSA=-3.96. (3) Drug 1: CCC(=C(C1=CC=CC=C1)C2=CC=C(C=C2)OCCN(C)C)C3=CC=CC=C3.C(C(=O)O)C(CC(=O)O)(C(=O)O)O. Drug 2: CC1=C(C(=CC=C1)Cl)NC(=O)C2=CN=C(S2)NC3=CC(=NC(=N3)C)N4CCN(CC4)CCO. Cell line: UO-31. Synergy scores: CSS=12.4, Synergy_ZIP=1.26, Synergy_Bliss=9.24, Synergy_Loewe=8.16, Synergy_HSA=8.83. (4) Drug 1: C1=CC(=CC=C1CCCC(=O)O)N(CCCl)CCCl. Drug 2: C1=NC2=C(N=C(N=C2N1C3C(C(C(O3)CO)O)F)Cl)N. Cell line: SF-539. Synergy scores: CSS=20.7, Synergy_ZIP=-6.62, Synergy_Bliss=-5.92, Synergy_Loewe=-9.88, Synergy_HSA=-2.83. (5) Drug 1: CC12CCC(CC1=CCC3C2CCC4(C3CC=C4C5=CN=CC=C5)C)O. Drug 2: CCC1=CC2CC(C3=C(CN(C2)C1)C4=CC=CC=C4N3)(C5=C(C=C6C(=C5)C78CCN9C7C(C=CC9)(C(C(C8N6C)(C(=O)OC)O)OC(=O)C)CC)OC)C(=O)OC.C(C(C(=O)O)O)(C(=O)O)O. Cell line: SK-MEL-5. Synergy scores: CSS=41.6, Synergy_ZIP=9.81, Synergy_Bliss=7.96, Synergy_Loewe=-18.9, Synergy_HSA=6.29. (6) Cell line: SNB-19. Synergy scores: CSS=-2.21, Synergy_ZIP=-1.30, Synergy_Bliss=-4.94, Synergy_Loewe=-9.23, Synergy_HSA=-6.71. Drug 2: CN1C2=C(C=C(C=C2)N(CCCl)CCCl)N=C1CCCC(=O)O.Cl. Drug 1: CN(C)N=NC1=C(NC=N1)C(=O)N. (7) Drug 1: CC12CCC3C(C1CCC2=O)CC(=C)C4=CC(=O)C=CC34C. Drug 2: CC(CN1CC(=O)NC(=O)C1)N2CC(=O)NC(=O)C2. Cell line: SK-MEL-28. Synergy scores: CSS=28.1, Synergy_ZIP=-3.37, Synergy_Bliss=1.04, Synergy_Loewe=-8.52, Synergy_HSA=2.47. (8) Drug 1: C1=CN(C=N1)CC(O)(P(=O)(O)O)P(=O)(O)O. Drug 2: CC(C)NC(=O)C1=CC=C(C=C1)CNNC.Cl. Cell line: A498. Synergy scores: CSS=4.03, Synergy_ZIP=8.13, Synergy_Bliss=1.42, Synergy_Loewe=1.04, Synergy_HSA=1.26. (9) Synergy scores: CSS=55.5, Synergy_ZIP=1.52, Synergy_Bliss=-0.889, Synergy_Loewe=-39.1, Synergy_HSA=1.61. Drug 2: CNC(=O)C1=NC=CC(=C1)OC2=CC=C(C=C2)NC(=O)NC3=CC(=C(C=C3)Cl)C(F)(F)F. Cell line: CAKI-1. Drug 1: C1=CN(C(=O)N=C1N)C2C(C(C(O2)CO)O)O.Cl.